Dataset: Forward reaction prediction with 1.9M reactions from USPTO patents (1976-2016). Task: Predict the product of the given reaction. (1) Given the reactants [F:1][C:2]1([F:17])[O:6][C:5]2[CH:7]=[CH:8][C:9]([C:11]3([C:14]([OH:16])=O)[CH2:13][CH2:12]3)=[CH:10][C:4]=2[O:3]1.CN(C(ON1N=NC2C=CC=NC1=2)=[N+](C)C)C.F[P-](F)(F)(F)(F)F.[NH2:42][CH:43]1[C:59]2[C:54](=[CH:55][C:56]([O:60][CH3:61])=[CH:57][CH:58]=2)[O:53][C:45]2([CH2:48][CH:47]([C:49]([O:51][CH3:52])=[O:50])[CH2:46]2)[CH2:44]1.C(N(C(C)C)C(C)C)C, predict the reaction product. The product is: [F:17][C:2]1([F:1])[O:6][C:5]2[CH:7]=[CH:8][C:9]([C:11]3([C:14]([NH:42][CH:43]4[C:59]5[C:54](=[CH:55][C:56]([O:60][CH3:61])=[CH:57][CH:58]=5)[O:53][C:45]5([CH2:48][CH:47]([C:49]([O:51][CH3:52])=[O:50])[CH2:46]5)[CH2:44]4)=[O:16])[CH2:12][CH2:13]3)=[CH:10][C:4]=2[O:3]1. (2) The product is: [Br:1][C:2]1[CH:11]=[C:10]2[C:5]([C:6]([NH:15][CH2:16][CH2:17][CH2:18][CH2:19][Cl:23])=[C:7]([N+:12]([O-:14])=[O:13])[CH:8]=[N:9]2)=[CH:4][CH:3]=1. Given the reactants [Br:1][C:2]1[CH:11]=[C:10]2[C:5]([C:6]([NH:15][CH2:16][CH2:17][CH2:18][CH2:19]O)=[C:7]([N+:12]([O-:14])=[O:13])[CH:8]=[N:9]2)=[CH:4][CH:3]=1.S(Cl)([Cl:23])=O.C(=O)(O)[O-].[Na+], predict the reaction product. (3) Given the reactants [CH3:1][O:2][C:3](=[O:15])[C:4]1[CH:9]=[CH:8][CH:7]=[C:6]([CH:10]([N:12]=[N+]=[N-])[CH3:11])[CH:5]=1.[H][H], predict the reaction product. The product is: [NH2:12][CH:10]([C:6]1[CH:5]=[C:4]([CH:9]=[CH:8][CH:7]=1)[C:3]([O:2][CH3:1])=[O:15])[CH3:11]. (4) Given the reactants [CH2:1]([C:11]1[CH:17]=[CH:16][C:14]([NH2:15])=[CH:13][CH:12]=1)[CH2:2][CH2:3][CH2:4][CH2:5][CH2:6][CH2:7][CH2:8][CH2:9][CH3:10].C(OC([NH:25][C@H:26]([C:30](O)=[O:31])[C@@H:27]([CH3:29])[OH:28])=O)(C)(C)C, predict the reaction product. The product is: [NH2:25][C@@H:26]([C@H:27]([OH:28])[CH3:29])[C:30]([NH:15][C:14]1[CH:13]=[CH:12][C:11]([CH2:1][CH2:2][CH2:3][CH2:4][CH2:5][CH2:6][CH2:7][CH2:8][CH2:9][CH3:10])=[CH:17][CH:16]=1)=[O:31]. (5) Given the reactants [C:1]1(=[O:11])[C:10]2[CH2:9][CH2:8][CH2:7][CH2:6][C:5]=2[CH:4]=[CH:3][NH:2]1.C1(=O)C2C(CCCC2)CCN1.CC(O[C@@H:27]1[O:31][C@H:30]([CH2:32][O:33][C:34]([C:36]2[CH:41]=[CH:40][CH:39]=[CH:38][CH:37]=2)=[O:35])[C@@H:29]([O:42]C(C2C=CC=CC=2)=O)[C@H:28]1[O:51]C(C1C=CC=CC=1)=O)=O.C/C(/O[Si](C)(C)C)=N\[Si](C)(C)C.FC(F)(F)S(O[Si](C)(C)C)(=O)=O, predict the reaction product. The product is: [C:34]([OH:35])(=[O:33])[C:36]1[CH:41]=[CH:40][CH:39]=[CH:38][CH:37]=1.[C:34]([OH:35])(=[O:33])[C:36]1[CH:41]=[CH:40][CH:39]=[CH:38][CH:37]=1.[C:34]([OH:35])(=[O:33])[C:36]1[CH:41]=[CH:40][CH:39]=[CH:38][CH:37]=1.[OH:51][C@@H:28]1[C@H:29]([OH:42])[C@@H:30]([CH2:32][OH:33])[O:31][C@H:27]1[N:2]1[CH:3]=[CH:4][C:5]2[CH2:6][CH2:7][CH2:8][CH2:9][C:10]=2[C:1]1=[O:11]. (6) Given the reactants Cl[C:2]1[N:7]=[C:6]([NH:8][C:9]2[CH:17]=[CH:16][C:12]([C:13]([OH:15])=[O:14])=[CH:11][C:10]=2[O:18][CH3:19])[CH:5]=[N:4][CH:3]=1.C([N:27]1[C:35]2[C:30](=[CH:31][CH:32]=[CH:33][CH:34]=2)[CH:29]=[C:28]1B(O)O)(OC(C)(C)C)=O.C(=O)(O)[O-].[Na+], predict the reaction product. The product is: [NH:27]1[C:35]2[C:30](=[CH:31][CH:32]=[CH:33][CH:34]=2)[CH:29]=[C:28]1[C:2]1[N:7]=[C:6]([NH:8][C:9]2[CH:17]=[CH:16][C:12]([C:13]([OH:15])=[O:14])=[CH:11][C:10]=2[O:18][CH3:19])[CH:5]=[N:4][CH:3]=1. (7) Given the reactants [C:1]([C:5]1[CH:6]=[C:7]([NH:14][C:15](=[O:23])OC2C=CC=CC=2)[CH:8]=[C:9]([C:11](=[O:13])[NH2:12])[CH:10]=1)([CH3:4])([CH3:3])[CH3:2].[NH2:24][C:25]1[C:34]2[C:29](=[CH:30][CH:31]=[CH:32][CH:33]=2)[C:28]([O:35][C:36]2[CH:41]=[CH:40][N:39]=[C:38]([NH:42][C:43]3[CH:44]=[C:45]([CH:59]=[C:60]([C:62]#[CH:63])[CH:61]=3)[C:46]([NH:48][CH2:49][CH2:50][O:51][CH2:52][CH2:53][O:54][CH2:55][CH2:56][O:57][CH3:58])=[O:47])[CH:37]=2)=[CH:27][CH:26]=1.CCN(CC)CC, predict the reaction product. The product is: [C:1]([C:5]1[CH:6]=[C:7]([NH:14][C:15](=[O:23])[NH:24][C:25]2[C:34]3[C:29](=[CH:30][CH:31]=[CH:32][CH:33]=3)[C:28]([O:35][C:36]3[CH:41]=[CH:40][N:39]=[C:38]([NH:42][C:43]4[CH:44]=[C:45]([CH:59]=[C:60]([C:62]#[CH:63])[CH:61]=4)[C:46]([NH:48][CH2:49][CH2:50][O:51][CH2:52][CH2:53][O:54][CH2:55][CH2:56][O:57][CH3:58])=[O:47])[CH:37]=3)=[CH:27][CH:26]=2)[CH:8]=[C:9]([C:11](=[O:13])[NH2:12])[CH:10]=1)([CH3:2])([CH3:3])[CH3:4]. (8) Given the reactants [C:1]([NH:4][CH2:5][C@@H:6]1[O:10][C:9](=[O:11])[N:8]([C:12]2[CH:17]=[C:16]([F:18])[C:15]([N:19]3[CH2:24][CH2:23][C:22]([O:28][P:29](=[O:32])([OH:31])[OH:30])([CH2:25][O:26][CH3:27])[CH2:21][CH2:20]3)=[C:14]([F:33])[CH:13]=2)[CH2:7]1)(=[O:3])[CH3:2].C(=O)([O-])[O-].C(O)(=O)C.[Ca+2:42], predict the reaction product. The product is: [Ca+2:42].[C:1]([NH:4][CH2:5][C@@H:6]1[O:10][C:9](=[O:11])[N:8]([C:12]2[CH:17]=[C:16]([F:18])[C:15]([N:19]3[CH2:24][CH2:23][C:22]([O:28][P:29](=[O:30])([O-:31])[O-:32])([CH2:25][O:26][CH3:27])[CH2:21][CH2:20]3)=[C:14]([F:33])[CH:13]=2)[CH2:7]1)(=[O:3])[CH3:2]. (9) Given the reactants [C:1]1([CH:7]([CH2:12][C:13](O)=[O:14])[CH2:8][C:9](O)=[O:10])[CH:6]=[CH:5][CH:4]=[CH:3][CH:2]=1, predict the reaction product. The product is: [C:1]1([CH:7]([CH2:8][CH2:9][OH:10])[CH2:12][CH2:13][OH:14])[CH:6]=[CH:5][CH:4]=[CH:3][CH:2]=1.